From a dataset of NCI-60 drug combinations with 297,098 pairs across 59 cell lines. Regression. Given two drug SMILES strings and cell line genomic features, predict the synergy score measuring deviation from expected non-interaction effect. (1) Cell line: HS 578T. Synergy scores: CSS=48.5, Synergy_ZIP=-7.96, Synergy_Bliss=-8.13, Synergy_Loewe=-6.16, Synergy_HSA=-5.05. Drug 1: CCC1(CC2CC(C3=C(CCN(C2)C1)C4=CC=CC=C4N3)(C5=C(C=C6C(=C5)C78CCN9C7C(C=CC9)(C(C(C8N6C=O)(C(=O)OC)O)OC(=O)C)CC)OC)C(=O)OC)O.OS(=O)(=O)O. Drug 2: C1CC(C1)(C(=O)O)C(=O)O.[NH2-].[NH2-].[Pt+2]. (2) Drug 1: C1=CC(=CC=C1CCCC(=O)O)N(CCCl)CCCl. Drug 2: CC1=C(C(=CC=C1)Cl)NC(=O)C2=CN=C(S2)NC3=CC(=NC(=N3)C)N4CCN(CC4)CCO. Cell line: SN12C. Synergy scores: CSS=38.8, Synergy_ZIP=-4.68, Synergy_Bliss=3.01, Synergy_Loewe=3.89, Synergy_HSA=5.69. (3) Drug 1: CC1C(C(=O)NC(C(=O)N2CCCC2C(=O)N(CC(=O)N(C(C(=O)O1)C(C)C)C)C)C(C)C)NC(=O)C3=C4C(=C(C=C3)C)OC5=C(C(=O)C(=C(C5=N4)C(=O)NC6C(OC(=O)C(N(C(=O)CN(C(=O)C7CCCN7C(=O)C(NC6=O)C(C)C)C)C)C(C)C)C)N)C. Drug 2: CC1=CC=C(C=C1)C2=CC(=NN2C3=CC=C(C=C3)S(=O)(=O)N)C(F)(F)F. Cell line: CCRF-CEM. Synergy scores: CSS=53.1, Synergy_ZIP=19.3, Synergy_Bliss=27.2, Synergy_Loewe=-9.65, Synergy_HSA=21.0. (4) Drug 2: CN(CCCl)CCCl.Cl. Synergy scores: CSS=31.4, Synergy_ZIP=-5.59, Synergy_Bliss=-4.20, Synergy_Loewe=-1.93, Synergy_HSA=-1.40. Drug 1: COC1=C(C=C2C(=C1)N=CN=C2NC3=CC(=C(C=C3)F)Cl)OCCCN4CCOCC4. Cell line: A549.